Dataset: Full USPTO retrosynthesis dataset with 1.9M reactions from patents (1976-2016). Task: Predict the reactants needed to synthesize the given product. (1) Given the product [F:15][C:11]1[C:10]([OH:16])=[C:9]([C:5]2[N:4]([CH2:24][CH2:25][C:26]3[CH:31]=[CH:30][CH:29]=[CH:28][CH:27]=3)[C:3](=[O:32])[C:2]([C:40]3[S:41][CH:42]=[CH:43][CH:44]=3)=[C:7]([CH3:8])[N:6]=2)[CH:14]=[CH:13][CH:12]=1, predict the reactants needed to synthesize it. The reactants are: Br[C:2]1[C:3](=[O:32])[N:4]([CH2:24][CH2:25][C:26]2[CH:31]=[CH:30][CH:29]=[CH:28][CH:27]=2)[C:5]([C:9]2[CH:14]=[CH:13][CH:12]=[C:11]([F:15])[C:10]=2[O:16]CC2C=CC=CC=2)=[N:6][C:7]=1[CH3:8].[F-].[Cs+].C([Sn](CCCC)(CCCC)[C:40]1[S:41][CH:42]=[CH:43][CH:44]=1)CCC. (2) Given the product [C:10]1([C:2]2[O:1][CH:5]=[CH:4][CH:3]=2)[CH:15]=[CH:14][CH:13]=[CH:12][CH:11]=1, predict the reactants needed to synthesize it. The reactants are: [O:1]1[CH:5]=[CH:4][CH:3]=[C:2]1B(O)O.Br[C:10]1[CH:15]=[CH:14][CH:13]=[CH:12][CH:11]=1.[O-]P([O-])([O-])=O.[K+].[K+].[K+]. (3) Given the product [OH:3][CH2:4][CH:6]([C:19]#[C:20][C:21]1[CH:22]=[CH:23][CH:24]=[CH:25][CH:26]=1)[CH2:7][NH:8][C:9]1[C:18]2[C:13](=[CH:14][CH:15]=[CH:16][CH:17]=2)[N:12]=[CH:11][N:10]=1, predict the reactants needed to synthesize it. The reactants are: C([O:3][C:4]([CH:6]([C:19]#[C:20][C:21]1[CH:26]=[CH:25][CH:24]=[CH:23][CH:22]=1)[CH2:7][NH:8][C:9]1[C:18]2[C:13](=[CH:14][CH:15]=[CH:16][CH:17]=2)[N:12]=[CH:11][N:10]=1)=O)C.CN([BH3-])C.[Li+].Cl.C(=O)([O-])O.[Na+].